This data is from Blood-brain barrier permeability classification from the B3DB database. The task is: Regression/Classification. Given a drug SMILES string, predict its absorption, distribution, metabolism, or excretion properties. Task type varies by dataset: regression for continuous measurements (e.g., permeability, clearance, half-life) or binary classification for categorical outcomes (e.g., BBB penetration, CYP inhibition). Dataset: b3db_classification. (1) The molecule is C=C1/C(=C\C=C2/CCC[C@]3(C)[C@@H]2CC[C@H]3[C@@H](C)CCCC(C)C)C[C@H](O)C[C@H]1O. The result is 1 (penetrates BBB). (2) The drug is COc1cc2oc(C)nc2cc1CNC1CCCNC1c1ccccc1. The result is 1 (penetrates BBB). (3) The result is 1 (penetrates BBB). The drug is O=C(CN1CCCC1=O)NNC(=O)CN1CCCC1=O. (4) The compound is CSc1ccc2c(c1)N(C[C@H](C)CN(C)C)c1ccccc1S2. The result is 1 (penetrates BBB). (5) The molecule is CCN(CC)C(=O)N1CCN(CCCc2nc3c(c(=O)n(C)c(=O)n3C)n2C)CC1. The result is 1 (penetrates BBB). (6) The compound is CS(=O)(=O)c1ccc([C@H](O)[C@@H](CO)NC(=O)C(Cl)Cl)cc1. The result is 1 (penetrates BBB). (7) The compound is COc1cc(C)c(C=CC(C)=CC=CC(C)=CC(=O)O)c(C)c1C. The result is 0 (does not penetrate BBB).